This data is from Full USPTO retrosynthesis dataset with 1.9M reactions from patents (1976-2016). The task is: Predict the reactants needed to synthesize the given product. Given the product [NH2:2][CH2:1][C:3]1[CH:8]=[CH:7][C:6]([C:9]2[NH:10][C:11]([C:21]3[CH:22]=[CH:23][N:24]=[CH:25][CH:26]=3)=[C:12]([C:14]3[CH:19]=[CH:18][CH:17]=[CH:16][CH:15]=3)[N:13]=2)=[CH:5][CH:4]=1, predict the reactants needed to synthesize it. The reactants are: [C:1]([C:3]1[CH:8]=[CH:7][C:6]([C:9]2[NH:10][C:11]([C:21]3[CH:26]=[CH:25][N:24]=[CH:23][CH:22]=3)=[C:12]([C:14]3[CH:19]=[CH:18][C:17](F)=[CH:16][CH:15]=3)[N:13]=2)=[CH:5][CH:4]=1)#[N:2].[H-].[H-].[H-].[H-].[Li+].[Al+3].[OH-].[Na+].